From a dataset of KCNQ2 potassium channel screen with 302,405 compounds. Binary Classification. Given a drug SMILES string, predict its activity (active/inactive) in a high-throughput screening assay against a specified biological target. (1) The molecule is Clc1ccc(n2nc(c(c2N)C#N)CC#N)cc1. The result is 0 (inactive). (2) The compound is Brc1c(c2oc(nn2)COc2ncnc3c2cccc3)cccc1. The result is 0 (inactive). (3) The molecule is FC(F)(F)c1nc2oc3c(c(=O)c2cc1C(=O)Nc1c(cccc1C)C)cccc3. The result is 0 (inactive). (4) The molecule is O(c1cc(cc(OC)c1OC)C(=O)Nc1cc(NC(=O)c2ccccc2)ccc1)C. The result is 0 (inactive). (5) The drug is S=c1[nH]c2c(n3c1ccc3)cccc2. The result is 0 (inactive). (6) The molecule is Clc1ccc(OCc2sc3n(n2)c(nn3)C2CCCCC2)cc1. The result is 0 (inactive).